This data is from Peptide-MHC class I binding affinity with 185,985 pairs from IEDB/IMGT. The task is: Regression. Given a peptide amino acid sequence and an MHC pseudo amino acid sequence, predict their binding affinity value. This is MHC class I binding data. (1) The peptide sequence is SIISLFYTFA. The MHC is HLA-A02:01 with pseudo-sequence HLA-A02:01. The binding affinity (normalized) is 0.508. (2) The peptide sequence is SMSQELAEL. The binding affinity (normalized) is 0.812. The MHC is HLA-A02:03 with pseudo-sequence HLA-A02:03. (3) The peptide sequence is IVTMFEAL. The MHC is H-2-Db with pseudo-sequence H-2-Db. The binding affinity (normalized) is 0. (4) The peptide sequence is NNKSRLVAF. The MHC is HLA-A31:01 with pseudo-sequence HLA-A31:01. The binding affinity (normalized) is 0.0847. (5) The peptide sequence is LYDVIPVTY. The MHC is HLA-A26:01 with pseudo-sequence HLA-A26:01. The binding affinity (normalized) is 0.